Dataset: Full USPTO retrosynthesis dataset with 1.9M reactions from patents (1976-2016). Task: Predict the reactants needed to synthesize the given product. (1) Given the product [CH:24]1([CH2:23][C@H:22]([C:29]2[CH:34]=[CH:33][C:32]([S:35]([CH3:38])(=[O:36])=[O:37])=[C:31]([CH3:42])[CH:30]=2)[C:21]([NH:48][C:49]2[CH:53]=[CH:52][N:51]([CH2:54][C:55]([OH:57])([CH3:58])[CH3:56])[N:50]=2)=[O:40])[CH2:25][CH2:26][CH2:27][CH2:28]1, predict the reactants needed to synthesize it. The reactants are: C(OC(=O)NC1C=CC=C(CN2C=CC(N[C:21](=[O:40])[C@@H:22]([C:29]3[CH:34]=[CH:33][C:32]([S:35]([CH3:38])(=[O:37])=[O:36])=[C:31](Cl)[CH:30]=3)[CH2:23][CH:24]3[CH2:28][CH2:27][CH2:26][CH2:25]3)=N2)C=1)(C)(C)C.[C:42](Cl)(=O)C(Cl)=O.[NH2:48][C:49]1[CH:53]=[CH:52][N:51]([CH2:54][C:55]([CH3:58])([OH:57])[CH3:56])[N:50]=1.N1C(C)=CC=CC=1C. (2) Given the product [CH3:36][C:8]1([NH:9][C:10](=[O:11])[O:12][C:13]([CH3:15])([CH3:14])[CH3:16])[CH2:7][C:6]2[CH:5]=[C:4]([CH:1]=[CH:2][CH:37]=2)[CH2:39][CH:38]=[CH:34][CH2:33][C:23]2=[CH:22][C:21](=[CH:26][C:25]([N:27]([CH3:32])[S:28]([CH3:31])(=[O:29])=[O:30])=[N:24]2)[CH2:20][O:19][C:17]1=[O:18], predict the reactants needed to synthesize it. The reactants are: [CH2:1]([C:4]1[CH:5]=[C:6]([CH:37]=[CH:38][CH:39]=1)[CH2:7][C@@:8]([CH3:36])([C:17]([O:19][CH2:20][C:21]1[CH:26]=[C:25]([N:27]([CH3:32])[S:28]([CH3:31])(=[O:30])=[O:29])[N:24]=[C:23]([CH2:33][CH:34]=C)[CH:22]=1)=[O:18])[NH:9][C:10]([O:12][C:13]([CH3:16])([CH3:15])[CH3:14])=[O:11])[CH:2]=C. (3) Given the product [OH:1][CH:2]([C:20]1[CH:25]=[CH:24][CH:23]=[CH:22][CH:21]=1)[CH:3]([CH2:9][C:10]1[CH:15]=[CH:14][C:13]([C:16]([F:17])([F:18])[F:19])=[CH:12][CH:11]=1)[C:4]([OH:6])=[O:5], predict the reactants needed to synthesize it. The reactants are: [OH:1][CH:2]([C:20]1[CH:25]=[CH:24][CH:23]=[CH:22][CH:21]=1)[CH:3]([CH2:9][C:10]1[CH:15]=[CH:14][C:13]([C:16]([F:19])([F:18])[F:17])=[CH:12][CH:11]=1)[C:4]([O:6]CC)=[O:5].[OH-].[Na+].Cl. (4) Given the product [NH4+:7].[OH-:27].[CH3:29][N:30]([CH3:35])[CH2:31][CH2:32][CH2:33][O:27][C:23]1[CH:22]=[C:21]2[C:26]([C:17]([C:16]3[C:8]([C:6]4[CH:5]=[CH:4][CH:3]=[C:2]([CH3:1])[N:7]=4)=[N:9][N:10]4[CH:15]=[CH:14][CH:13]=[CH:12][C:11]=34)=[CH:18][CH:19]=[N:20]2)=[CH:25][CH:24]=1, predict the reactants needed to synthesize it. The reactants are: [CH3:1][C:2]1[N:7]=[C:6]([C:8]2[C:16]([C:17]3[C:26]4[C:21](=[CH:22][C:23]([OH:27])=[CH:24][CH:25]=4)[N:20]=[CH:19][CH:18]=3)=[C:11]3[CH:12]=[CH:13][CH:14]=[CH:15][N:10]3[N:9]=2)[CH:5]=[CH:4][CH:3]=1.Cl.[CH3:29][N:30]([CH3:35])[CH2:31][CH2:32][CH2:33]Cl.C(=O)([O-])[O-].[Cs+].[Cs+]. (5) Given the product [CH2:32]([N:10]([CH2:11][CH2:12][C:13]1[CH:17]=[CH:16][N:15]([C:18]2[CH:23]=[CH:22][C:21]([F:24])=[CH:20][N:19]=2)[N:14]=1)[C:8](=[O:9])[C:7]1[CH:25]=[CH:26][C:4]([F:3])=[CH:5][C:6]=1[N:27]1[N:28]=[CH:29][CH:30]=[N:31]1)[CH3:33], predict the reactants needed to synthesize it. The reactants are: [H-].[Na+].[F:3][C:4]1[CH:26]=[CH:25][C:7]([C:8]([NH:10][CH2:11][CH2:12][C:13]2[CH:17]=[CH:16][N:15]([C:18]3[CH:23]=[CH:22][C:21]([F:24])=[CH:20][N:19]=3)[N:14]=2)=[O:9])=[C:6]([N:27]2[N:31]=[CH:30][CH:29]=[N:28]2)[CH:5]=1.[CH2:32](I)[CH3:33].O. (6) Given the product [NH2:1][C:2]1[C:7]([C:8]#[N:9])=[C:6]([NH:10][C@H:11]([C:13]2[N:17]([CH3:18])[C:16]3[C:19]([C:29]4[CH:30]=[CH:31][CH:32]=[C:33]5[C:28]=4[CH:27]=[N:26][NH:25]5)=[C:20]([F:23])[CH:21]=[CH:22][C:15]=3[N:14]=2)[CH3:12])[N:5]=[CH:4][N:3]=1, predict the reactants needed to synthesize it. The reactants are: [NH2:1][C:2]1[C:7]([C:8]#[N:9])=[C:6]([NH:10][C@H:11]([C:13]2[N:17]([CH3:18])[C:16]3[C:19](Br)=[C:20]([F:23])[CH:21]=[CH:22][C:15]=3[N:14]=2)[CH3:12])[N:5]=[CH:4][N:3]=1.[NH:25]1[C:33]2[CH:32]=[CH:31][CH:30]=[C:29](B(O)O)[C:28]=2[CH:27]=[N:26]1.C(=O)([O-])[O-].[Cs+].[Cs+]. (7) The reactants are: ClCCl.Cl[C:5]1[C:6]2[CH:13]=[CH:12][NH:11][C:7]=2[N:8]=[CH:9][N:10]=1.[CH3:14][Mg]Br. Given the product [CH3:14][C:5]1[C:6]2[CH:13]=[CH:12][NH:11][C:7]=2[N:8]=[CH:9][N:10]=1, predict the reactants needed to synthesize it.